Predict the reaction yield, written as a fraction of the theoretical maximum amount of product (1.0 means a 100% yield; for example, 0.34 means a 34% yield). From a dataset of Reaction yield outcomes from USPTO patents with 853,638 reactions. (1) The reactants are F[C:2]1[CH:7]=[CH:6][C:5]([N+:8]([O-:10])=[O:9])=[C:4]([C:11]([F:14])([F:13])[F:12])[CH:3]=1.[F:15][C:16]1([F:24])[CH2:20][NH:19][C@H:18]([C:21]([OH:23])=[O:22])[CH2:17]1.C(=O)([O-])[O-].[Na+].[Na+].Cl. The catalyst is O.O.C(O)C. The product is [F:15][C:16]1([F:24])[CH2:20][N:19]([C:2]2[CH:7]=[CH:6][C:5]([N+:8]([O-:10])=[O:9])=[C:4]([C:11]([F:14])([F:13])[F:12])[CH:3]=2)[C@H:18]([C:21]([OH:23])=[O:22])[CH2:17]1. The yield is 0.890. (2) The reactants are [CH3:1][N:2]([CH3:49])[CH2:3][C:4]([N:6]1[C:14]2[C:9](=[CH:10][C:11]([O:47][CH3:48])=[C:12]([NH:15][C:16]3[N:17]=[C:18]([NH:35][C:36]4[CH:45]=[CH:44][CH:43]=[C:42]([F:46])[C:37]=4[C:38]([NH:40][CH3:41])=[O:39])[C:19]4[CH:24]=[CH:23][N:22](S(C5C=CC(C)=CC=5)(=O)=O)[C:20]=4[N:21]=3)[CH:13]=2)[CH2:8][CH2:7]1)=[O:5].[OH-].[K+]. The catalyst is O1CCOCC1. The product is [OH2:5].[CH3:49][N:2]([CH3:1])[CH2:3][C:4]([N:6]1[C:14]2[C:9](=[CH:10][C:11]([O:47][CH3:48])=[C:12]([NH:15][C:16]3[NH:21][C:20]4=[N:22][CH:23]=[CH:24][C:19]4=[C:18]([NH:35][C:36]4[CH:45]=[CH:44][CH:43]=[C:42]([F:46])[C:37]=4[C:38]([NH:40][CH3:41])=[O:39])[N:17]=3)[CH:13]=2)[CH2:8][CH2:7]1)=[O:5]. The yield is 0.950.